Predict the reaction yield, written as a fraction of the theoretical maximum amount of product (1.0 means a 100% yield; for example, 0.34 means a 34% yield). From a dataset of Reaction yield outcomes from USPTO patents with 853,638 reactions. (1) The reactants are [Cl:1][C:2]1[CH:9]=[C:6]([CH:7]=[O:8])[C:5]([OH:10])=[CH:4][CH:3]=1.[C:11]([O:15][C:16](=[O:21])[C:17](Br)([CH3:19])[CH3:18])([CH3:14])([CH3:13])[CH3:12].C([O-])([O-])=O.[Cs+].[Cs+]. The catalyst is CN(C)C=O. The product is [C:11]([O:15][C:16](=[O:21])[C:17]([O:10][C:5]1[CH:4]=[CH:3][C:2]([Cl:1])=[CH:9][C:6]=1[CH:7]=[O:8])([CH3:19])[CH3:18])([CH3:14])([CH3:13])[CH3:12]. The yield is 0.540. (2) The reactants are [CH3:1][O:2][C:3]([C:5]1[C:10](N)=[N:9][CH:8]=[CH:7][N:6]=1)=[O:4].N([O-])=O.[Na+].[Cl-:16].[Na+].C(=O)([O-])O.[Na+]. The catalyst is Cl.O. The product is [CH3:1][O:2][C:3]([C:5]1[C:10]([Cl:16])=[N:9][CH:8]=[CH:7][N:6]=1)=[O:4]. The yield is 0.380.